This data is from Orexin1 receptor HTS with 218,158 compounds and 233 confirmed actives. The task is: Binary Classification. Given a drug SMILES string, predict its activity (active/inactive) in a high-throughput screening assay against a specified biological target. The molecule is Clc1cc(NC(=O)CN2C(CCC2)c2n(ccc2)C)ccc1C#N. The result is 0 (inactive).